From a dataset of Reaction yield outcomes from USPTO patents with 853,638 reactions. Predict the reaction yield, written as a fraction of the theoretical maximum amount of product (1.0 means a 100% yield; for example, 0.34 means a 34% yield). No catalyst specified. The reactants are [CH2:1]([N:8]1[C:16]2[C:11](=[CH:12][CH:13]=[CH:14][CH:15]=2)[C:10]([C:17]([N:19]2[CH2:24][CH2:23][CH:22]([N:25]3[C:29]4[CH:30]=[CH:31][CH:32]=[CH:33][C:28]=4[NH:27][C:26]3=O)[CH2:21][CH2:20]2)=[O:18])=[C:9]1[CH3:35])[C:2]1[CH:7]=[CH:6][CH:5]=[CH:4][CH:3]=1.P(Cl)(Cl)([Cl:38])=O.[OH-].[Na+]. The yield is 0.680. The product is [CH2:1]([N:8]1[C:16]2[C:11](=[CH:12][CH:13]=[CH:14][CH:15]=2)[C:10]([C:17]([N:19]2[CH2:24][CH2:23][CH:22]([N:25]3[C:29]4[CH:30]=[CH:31][CH:32]=[CH:33][C:28]=4[N:27]=[C:26]3[Cl:38])[CH2:21][CH2:20]2)=[O:18])=[C:9]1[CH3:35])[C:2]1[CH:7]=[CH:6][CH:5]=[CH:4][CH:3]=1.